This data is from Full USPTO retrosynthesis dataset with 1.9M reactions from patents (1976-2016). The task is: Predict the reactants needed to synthesize the given product. The reactants are: [CH2:1]([O:3][C:4]([C:6]1[CH:7]=[C:8]2[N:13]([C:14]=1[C:15](=O)[CH3:16])[CH:12]=[CH:11][C:10]([CH2:18][O:19][C:20](=[O:22])[CH3:21])=[CH:9]2)=[O:5])[CH3:2].[CH2:23]1COCC1. Given the product [CH2:1]([O:3][C:4]([C:6]1[CH:7]=[C:8]2[N:13]([C:14]=1[C:15]([CH3:23])=[CH2:16])[CH:12]=[CH:11][C:10]([CH2:18][O:19][C:20](=[O:22])[CH3:21])=[CH:9]2)=[O:5])[CH3:2], predict the reactants needed to synthesize it.